From a dataset of Catalyst prediction with 721,799 reactions and 888 catalyst types from USPTO. Predict which catalyst facilitates the given reaction. Reactant: [Na].[CH3:2][SH:3].[Cl:4][C:5]1[CH:6]=[CH:7][C:8](F)=[C:9]([CH:12]=1)[C:10]#[N:11].O. Product: [Cl:4][C:5]1[CH:6]=[CH:7][C:8]([S:3][CH3:2])=[C:9]([CH:12]=1)[C:10]#[N:11]. The catalyst class is: 16.